From a dataset of Reaction yield outcomes from USPTO patents with 853,638 reactions. Predict the reaction yield, written as a fraction of the theoretical maximum amount of product (1.0 means a 100% yield; for example, 0.34 means a 34% yield). (1) The yield is 0.560. The catalyst is C(Cl)Cl. The reactants are [Br:1][C:2]1[CH:3]=[N:4][N:5]([CH3:25])[C:6]=1[C:7]1[CH:8]=[C:9]([NH2:24])[CH:10]=[CH:11][C:12]=1[O:13][CH2:14][CH2:15][N:16]1[CH2:21][CH2:20][CH:19]([O:22][CH3:23])[CH2:18][CH2:17]1.[F:26][C:27]1[CH:28]=[C:29]([CH:33]=[CH:34][CH:35]=1)[C:30](Cl)=[O:31].C(N(CC)CC)C. The product is [Br:1][C:2]1[CH:3]=[N:4][N:5]([CH3:25])[C:6]=1[C:7]1[CH:8]=[C:9]([NH:24][C:30](=[O:31])[C:29]2[CH:33]=[CH:34][CH:35]=[C:27]([F:26])[CH:28]=2)[CH:10]=[CH:11][C:12]=1[O:13][CH2:14][CH2:15][N:16]1[CH2:17][CH2:18][CH:19]([O:22][CH3:23])[CH2:20][CH2:21]1. (2) The reactants are CC([CH:5]1[CH:10]([N:11]2[C:19]3[C:14](=[C:15]([C:26]([NH2:28])=[O:27])[CH:16]=[C:17]([C:20]4[CH:25]=[CH:24][CH:23]=[CH:22][CH:21]=4)[CH:18]=3)[CH:13]=[N:12]2)[CH2:9][CH2:8][CH2:7][N:6]1C([O-])=O)(C)C. The catalyst is C(O)(C(F)(F)F)=O.C(Cl)Cl. The product is [C:20]1([C:17]2[CH:16]=[C:15]([C:26]([NH2:28])=[O:27])[C:14]3[CH:13]=[N:12][N:11]([CH:10]4[CH2:9][CH2:8][CH2:7][NH:6][CH2:5]4)[C:19]=3[CH:18]=2)[CH:21]=[CH:22][CH:23]=[CH:24][CH:25]=1. The yield is 0.990.